The task is: Predict the reactants needed to synthesize the given product.. This data is from Full USPTO retrosynthesis dataset with 1.9M reactions from patents (1976-2016). (1) Given the product [Cl-:32].[CH2:24]([O:23][C:20]1[CH:19]=[CH:18][C:17]([N:14]2[CH2:13][CH2:12][N:11]([C:9](=[O:10])[CH2:8][NH3+:7])[CH2:16][CH2:15]2)=[CH:22][CH:21]=1)[C:25]1[CH:26]=[CH:27][CH:28]=[CH:29][CH:30]=1, predict the reactants needed to synthesize it. The reactants are: C(OC(=O)[NH:7][CH2:8][C:9]([N:11]1[CH2:16][CH2:15][N:14]([C:17]2[CH:22]=[CH:21][C:20]([O:23][CH2:24][C:25]3[CH:30]=[CH:29][CH:28]=[CH:27][CH:26]=3)=[CH:19][CH:18]=2)[CH2:13][CH2:12]1)=[O:10])(C)(C)C.[ClH:32]. (2) Given the product [CH3:6][N:7]([CH:8]([C:12]1[CH:13]=[N:14][CH:15]=[CH:16][C:17]=1[C:18]([F:20])([F:19])[F:21])[CH:9]([CH3:11])[CH3:10])[C:22](=[O:31])[CH:23]=[CH:24][O:1][C:5]1[CH:34]=[CH:33][CH:2]=[CH:3][CH:4]=1, predict the reactants needed to synthesize it. The reactants are: [O:1]1[CH2:5][CH2:4][CH2:3][CH2:2]1.[CH3:6][NH:7][CH:8]([C:12]1[CH:13]=[N:14][CH:15]=[CH:16][C:17]=1[C:18]([F:21])([F:20])[F:19])[CH:9]([CH3:11])[CH3:10].[C:22](Cl)(=[O:31])[CH:23]=[CH:24]C1C=CC=CC=1.[CH2:33](N(CC)CC)[CH3:34]. (3) Given the product [ClH:36].[CH3:12][CH:10]([O:9][C:8]1[CH:7]=[CH:6][C:5]([C:13]2[O:17][N:16]=[C:15]([C:18]3[C:19]([CH3:35])=[C:20]4[C:25](=[CH:26][CH:27]=3)[CH2:24][NH:23][CH2:22][CH2:21]4)[N:14]=2)=[CH:4][C:3]=1[C:1]#[N:2])[CH3:11], predict the reactants needed to synthesize it. The reactants are: [C:1]([C:3]1[CH:4]=[C:5]([C:13]2[O:17][N:16]=[C:15]([C:18]3[C:19]([CH3:35])=[C:20]4[C:25](=[CH:26][CH:27]=3)[CH2:24][N:23](C(OC(C)(C)C)=O)[CH2:22][CH2:21]4)[N:14]=2)[CH:6]=[CH:7][C:8]=1[O:9][CH:10]([CH3:12])[CH3:11])#[N:2].[ClH:36].O1CCOCC1.